From a dataset of Reaction yield outcomes from USPTO patents with 853,638 reactions. Predict the reaction yield, written as a fraction of the theoretical maximum amount of product (1.0 means a 100% yield; for example, 0.34 means a 34% yield). (1) The reactants are [I:1][C:2]1[CH:8]=[CH:7][C:5]([NH2:6])=[C:4]([CH3:9])[CH:3]=1.F[C:11]1[CH:12]=[N:13][CH:14]=[CH:15][C:16]=1[C:17]([OH:19])=[O:18].[Li+].C[Si]([N-][Si](C)(C)C)(C)C. The catalyst is C1COCC1. The product is [I:1][C:2]1[CH:8]=[CH:7][C:5]([NH:6][C:15]2[CH:14]=[N:13][CH:12]=[CH:11][C:16]=2[C:17]([OH:19])=[O:18])=[C:4]([CH3:9])[CH:3]=1. The yield is 0.590. (2) The product is [O:47]=[C:41]1[CH:40]([N:33]2[C:32](=[O:48])[C:31]3[C:36](=[CH:37][CH:38]=[C:29]([CH2:28][NH:27][C:6](=[O:8])[C:5]4[CH:9]=[CH:10][CH:11]=[C:3]([C:2]([F:1])([F:13])[F:12])[CH:4]=4)[CH:30]=3)[N:35]=[C:34]2[CH3:39])[CH2:45][CH2:44][C:43](=[O:46])[NH:42]1. The reactants are [F:1][C:2]([F:13])([F:12])[C:3]1[CH:4]=[C:5]([CH:9]=[CH:10][CH:11]=1)[C:6]([OH:8])=O.C(N1C=CN=C1)(N1C=CN=C1)=O.Cl.[NH2:27][CH2:28][C:29]1[CH:30]=[C:31]2[C:36](=[CH:37][CH:38]=1)[N:35]=[C:34]([CH3:39])[N:33]([CH:40]1[CH2:45][CH2:44][C:43](=[O:46])[NH:42][C:41]1=[O:47])[C:32]2=[O:48]. The yield is 0.590. The catalyst is CN(C=O)C. (3) The reactants are [NH2:1][C:2]1[CH:19]=[CH:18][C:5]([O:6][C:7]2[C:16]3[N:15]=[CH:14][C:13](=[O:17])[NH:12][C:11]=3[N:10]=[CH:9][CH:8]=2)=[CH:4][C:3]=1[F:20].[C:21]([C:25]1[CH:29]=[C:28]([N:30]=[C:31]=[O:32])[N:27]([C:33]2[CH:34]=[CH:35][C:36]([O:39][CH3:40])=[N:37][CH:38]=2)[N:26]=1)([CH3:24])([CH3:23])[CH3:22]. No catalyst specified. The product is [C:21]([C:25]1[CH:29]=[C:28]([NH:30][C:31]([NH:1][C:2]2[CH:19]=[CH:18][C:5]([O:6][C:7]3[C:16]4[N:15]=[CH:14][C:13](=[O:17])[NH:12][C:11]=4[N:10]=[CH:9][CH:8]=3)=[CH:4][C:3]=2[F:20])=[O:32])[N:27]([C:33]2[CH:38]=[N:37][C:36]([O:39][CH3:40])=[CH:35][CH:34]=2)[N:26]=1)([CH3:24])([CH3:22])[CH3:23]. The yield is 0.0700. (4) The reactants are [Cl:1][C:2]1[C:7]([CH2:8]O)=[CH:6][CH:5]=[CH:4][C:3]=1[OH:10].P(Br)(Br)[Br:12].O. The catalyst is C(Cl)(Cl)Cl. The product is [Br:12][CH2:8][C:7]1[C:2]([Cl:1])=[C:3]([OH:10])[CH:4]=[CH:5][CH:6]=1. The yield is 0.670. (5) The reactants are [C:1]1([C:12]2[CH:17]=[CH:16][CH:15]=[CH:14][CH:13]=2)[CH:6]=[CH:5][CH:4]=[C:3]([CH2:7][NH:8][C:9](=[O:11])[CH3:10])[CH:2]=1.[H-].[Na+].[CH3:20]I. The catalyst is C1(C)C=CC=CC=1. The product is [C:1]1([C:12]2[CH:17]=[CH:16][CH:15]=[CH:14][CH:13]=2)[CH:6]=[CH:5][CH:4]=[C:3]([CH2:7][N:8]([CH3:20])[C:9](=[O:11])[CH3:10])[CH:2]=1. The yield is 1.08. (6) The yield is 0.147. The product is [CH2:22]([O:24][C:25]([C:26]1[S:15][C:13]([C:7]2[C:8](=[O:12])[O:9][C:10]3[C:5]([CH:6]=2)=[CH:4][CH:3]=[C:2]([OH:1])[CH:11]=3)=[N:14][C:27]=1[CH3:28])=[O:31])[CH3:23]. The reactants are [OH:1][C:2]1[CH:11]=[C:10]2[C:5]([CH:6]=[C:7]([C:13](=[S:15])[NH2:14])[C:8](=[O:12])[O:9]2)=[CH:4][CH:3]=1.C([O-])([O-])=O.[K+].[K+].[CH2:22]([O:24][C:25](=[O:31])[CH:26](Cl)[C:27](=O)[CH3:28])[CH3:23].C1(C)C=CC(S([O-])(=O)=O)=CC=1.[NH+]1C=CC=CC=1. The catalyst is CN(C)C=O.O. (7) The reactants are [NH2:1][N:2]1[C:7](=[O:8])[C:6]([C:9]2[NH:14][C:13]3[CH:15]=[CH:16][CH:17]=[CH:18][C:12]=3[S:11](=[O:20])(=[O:19])[N:10]=2)=[C:5]([OH:21])[C:4]2[S:22][CH:23]=[CH:24][C:3]1=2.[CH3:25][C:26]([CH3:31])([CH3:30])[CH2:27][CH:28]=O. The catalyst is CN(C)C(=O)C. The product is [CH3:25][C:26]([CH3:31])([CH3:30])[CH2:27][CH:28]=[N:1][N:2]1[C:7](=[O:8])[C:6]([C:9]2[NH:14][C:13]3[CH:15]=[CH:16][CH:17]=[CH:18][C:12]=3[S:11](=[O:20])(=[O:19])[N:10]=2)=[C:5]([OH:21])[C:4]2[S:22][CH:23]=[CH:24][C:3]1=2. The yield is 0.770. (8) The reactants are [CH3:1][C:2]1[O:6][N:5]=[C:4]([C:7]2[CH:12]=[CH:11][C:10]([C@@H:13]3[O:18][CH2:17][CH2:16][N:15](C(OC(C)(C)C)=O)[CH2:14]3)=[CH:9][CH:8]=2)[N:3]=1.[ClH:26]. The catalyst is C(OCC)(=O)C. The product is [ClH:26].[CH3:1][C:2]1[O:6][N:5]=[C:4]([C:7]2[CH:12]=[CH:11][C:10]([C@@H:13]3[O:18][CH2:17][CH2:16][NH:15][CH2:14]3)=[CH:9][CH:8]=2)[N:3]=1. The yield is 0.960. (9) The reactants are [Cl:1][CH2:2][C:3](=O)[CH2:4][C:5]([O:7][CH2:8][CH3:9])=[O:6].[C:11]1([CH:18]=CC=[C:14](O)[CH:13]=1)[OH:12]. The catalyst is S(=O)(=O)(O)O. The product is [Cl:1][CH2:2][C:3]1[C:9]2[C:8](=[CH:18][C:11]([OH:12])=[CH:13][CH:14]=2)[O:7][C:5](=[O:6])[CH:4]=1. The yield is 0.840. (10) The reactants are [CH3:1][N:2]([CH:4]=O)[CH3:3].[O:6]1[CH:10]=[CH:9][C:8]([C:11]2[C:20](=[O:21])[C:19]3[C:18]4[CH:22]=[CH:23][CH:24]=[CH:25][C:17]=4[CH:16]=[C:15]([O:26][CH2:27][CH2:28][CH3:29])C=3NC=2)=[CH:7]1.[H-].[Na+].CI. The catalyst is C(OCC)(=O)C.O. The product is [O:6]1[CH:10]=[CH:9][C:8]([C:11]2[C:20](=[O:21])[C:19]3[C:18]4[CH:22]=[CH:23][CH:24]=[CH:25][C:17]=4[CH:16]=[C:15]([O:26][CH2:27][CH2:28][CH3:29])[C:3]=3[N:2]([CH3:1])[CH:4]=2)=[CH:7]1. The yield is 0.420.